Predict which catalyst facilitates the given reaction. From a dataset of Catalyst prediction with 721,799 reactions and 888 catalyst types from USPTO. (1) Reactant: [F:1][C:2]1[CH:3]=[C:4]([O:10][CH3:11])[C:5]([O:8][CH3:9])=[CH:6][CH:7]=1.[S:12]([Cl:15])(Cl)=[O:13].[OH2:16]. Product: [F:1][C:2]1[CH:3]=[C:4]([O:10][CH3:11])[C:5]([O:8][CH3:9])=[CH:6][C:7]=1[S:12]([Cl:15])(=[O:13])=[O:16]. The catalyst class is: 26. (2) Reactant: [CH3:1][O:2][C:3]([C:5]1[CH:9]=[C:8]([C:10]#[C:11][CH2:12][CH2:13][OH:14])[S:7][CH:6]=1)=[O:4]. Product: [CH3:1][O:2][C:3]([C:5]1[CH:9]=[C:8]([CH2:10][CH2:11][CH2:12][CH2:13][OH:14])[S:7][CH:6]=1)=[O:4]. The catalyst class is: 43. (3) Reactant: Cl.N[C:3]1([CH2:27][CH3:28])[CH2:8][CH2:7][CH:6]([O:9][C:10]2[C:21]3[C:20]4[C@@H:19]([CH2:22][C@H:23]([OH:26])[CH2:24][CH3:25])[CH2:18][CH2:17][C:16]=4[S:15][C:14]=3[N:13]=[CH:12][N:11]=2)[CH2:5][CH2:4]1.[CH2:29]=O.[BH3-][C:32]#[N:33].[Na+]. Product: [CH3:29][N:33]([CH3:32])[C:3]1([CH2:27][CH3:28])[CH2:8][CH2:7][CH:6]([O:9][C:10]2[C:21]3[C:20]4[C@@H:19]([CH2:22][C@H:23]([OH:26])[CH2:24][CH3:25])[CH2:18][CH2:17][C:16]=4[S:15][C:14]=3[N:13]=[CH:12][N:11]=2)[CH2:5][CH2:4]1. The catalyst class is: 5. (4) Reactant: [NH2:1][C:2]1[CH:10]=[CH:9][C:5]([C:6]([NH2:8])=[O:7])=[CH:4][CH:3]=1.[Br:11]N1C(=O)CCC1=O.CCOC(C)=O. Product: [NH2:1][C:2]1[CH:10]=[CH:9][C:5]([C:6]([NH2:8])=[O:7])=[CH:4][C:3]=1[Br:11]. The catalyst class is: 496. (5) Reactant: C([O:8][C@H:9]1[CH2:13][CH2:12][CH2:11][C@@H:10]1[NH:14][C:15]1[CH:23]=[C:22]([N:24]2[C:32]3[CH2:31][C:30]([CH3:34])([CH3:33])[CH2:29][C:28](=[O:35])[C:27]=3[C:26]([CH2:36][CH3:37])=[N:25]2)[CH:21]=[CH:20][C:16]=1[C:17]([NH2:19])=[O:18])C1C=CC=CC=1. Product: [CH2:36]([C:26]1[C:27]2[C:28](=[O:35])[CH2:29][C:30]([CH3:34])([CH3:33])[CH2:31][C:32]=2[N:24]([C:22]2[CH:21]=[CH:20][C:16]([C:17]([NH2:19])=[O:18])=[C:15]([NH:14][C@H:10]3[CH2:11][CH2:12][CH2:13][C@@H:9]3[OH:8])[CH:23]=2)[N:25]=1)[CH3:37]. The catalyst class is: 19. (6) Reactant: CS(C)=O.C(Cl)(=O)C(Cl)=O.[Cl:11][C:12]1[CH:33]=[C:32]([O:34][CH2:35][CH:36]=[C:37]([Cl:39])[Cl:38])[CH:31]=[C:30]([Cl:40])[C:13]=1[O:14][CH2:15][CH:16]([OH:29])[CH2:17][O:18][C:19]1[CH:24]=[CH:23][C:22]([C:25]([F:28])([F:27])[F:26])=[CH:21][CH:20]=1.C(N(CC)CC)C. Product: [Cl:11][C:12]1[CH:33]=[C:32]([O:34][CH2:35][CH:36]=[C:37]([Cl:38])[Cl:39])[CH:31]=[C:30]([Cl:40])[C:13]=1[O:14][CH2:15][C:16](=[O:29])[CH2:17][O:18][C:19]1[CH:24]=[CH:23][C:22]([C:25]([F:28])([F:27])[F:26])=[CH:21][CH:20]=1. The catalyst class is: 46. (7) Reactant: Br[C:2]1[N:7]2[N:8]=[C:9]([NH:11][C:12](=[O:19])[C:13]3[CH:18]=[CH:17][CH:16]=[N:15][CH:14]=3)[N:10]=[C:6]2[CH:5]=[CH:4][CH:3]=1.[CH:20]([N:23](C(C)C)CC)(C)C.[CH:29]1(NC)[CH2:34][CH2:33][CH2:32][CH2:31][CH2:30]1. Product: [CH:29]1([CH2:20][NH:23][C:2]2[N:7]3[N:8]=[C:9]([NH:11][C:12](=[O:19])[C:13]4[CH:18]=[CH:17][CH:16]=[N:15][CH:14]=4)[N:10]=[C:6]3[CH:5]=[CH:4][CH:3]=2)[CH2:30][CH2:31][CH2:32][CH2:33][CH2:34]1. The catalyst class is: 51. (8) Reactant: N(C(OCC)=O)=NC(OCC)=O.Cl.[F:14][C:15]1[CH:34]=[C:33]([CH3:35])[C:32]([O:36][C:37]([O:39][CH3:40])=[O:38])=[CH:31][C:16]=1[NH:17][C:18]1[C:27]2[C:22](=[CH:23][C:24]([OH:30])=[C:25]([O:28][CH3:29])[CH:26]=2)[N:21]=[CH:20][N:19]=1.C1(P(C2C=CC=CC=2)C2C=CC=CC=2)C=CC=CC=1.[Cl:60][C:61]1[CH:66]=[C:65]([CH2:67]O)[CH:64]=[C:63]([CH3:69])[N:62]=1. Product: [Cl:60][C:61]1[CH:66]=[C:65]([CH2:67][O:30][C:24]2[CH:23]=[C:22]3[C:27]([C:18]([NH:17][C:16]4[CH:31]=[C:32]([O:36][C:37]([O:39][CH3:40])=[O:38])[C:33]([CH3:35])=[CH:34][C:15]=4[F:14])=[N:19][CH:20]=[N:21]3)=[CH:26][C:25]=2[O:28][CH3:29])[CH:64]=[C:63]([CH3:69])[N:62]=1. The catalyst class is: 2.